From a dataset of Retrosynthesis with 50K atom-mapped reactions and 10 reaction types from USPTO. Predict the reactants needed to synthesize the given product. (1) The reactants are: COc1ccc(C(=O)NCC2CCNCC2)cc1OCCc1ccc(Cl)cc1Cl.O=C(O)CBr. Given the product COc1ccc(C(=O)NCC2CCN(CC(=O)O)CC2)cc1OCCc1ccc(Cl)cc1Cl, predict the reactants needed to synthesize it. (2) Given the product COCCCNC(=O)CCCCCOc1ccc2nc(-c3ccc(C(C)(C)C)cc3)n(CCCOC)c2c1, predict the reactants needed to synthesize it. The reactants are: COCCCN.COCCCn1c(-c2ccc(C(C)(C)C)cc2)nc2ccc(OCCCCCC(=O)OC)cc21. (3) Given the product COC(=O)C(CO)NC(=O)C1CCN(C(=O)Cc2cc(C)ccc2C)CC1, predict the reactants needed to synthesize it. The reactants are: COC(=O)C(N)CO.Cc1ccc(C)c(CC(=O)N2CCC(C(=O)O)CC2)c1. (4) Given the product CCOC(=O)c1csc(NC(=O)c2ccccc2Cl)n1, predict the reactants needed to synthesize it. The reactants are: CCOC(=O)c1csc(N)n1.O=C(Cl)c1ccccc1Cl. (5) Given the product Cc1cccc(C)c1NC(=O)CN1CCN(CC(O)C2COc3ccccc3O2)CC1, predict the reactants needed to synthesize it. The reactants are: Cc1cccc(C)c1NC(=O)CN1CCNCC1.OC(CBr)C1COc2ccccc2O1. (6) Given the product CN(C)CCCNc1nc(Cl)ncc1Br, predict the reactants needed to synthesize it. The reactants are: CN(C)CCCN.Clc1ncc(Br)c(Cl)n1.